This data is from Full USPTO retrosynthesis dataset with 1.9M reactions from patents (1976-2016). The task is: Predict the reactants needed to synthesize the given product. (1) The reactants are: [O:1]=[C:2]1[C:14]2[NH:13][C:12]3[CH:11]=[CH:10][C:9]([C:15]([OH:17])=O)=[CH:8][C:7]=3[C:6]=2[CH2:5][CH2:4][CH2:3]1.[S:18]1[CH:22]=[CH:21][N:20]=[C:19]1[NH2:23]. Given the product [S:18]1[CH:22]=[CH:21][N:20]=[C:19]1[NH:23][C:15]([C:9]1[CH:10]=[CH:11][C:12]2[NH:13][C:14]3[C:2](=[O:1])[CH2:3][CH2:4][CH2:5][C:6]=3[C:7]=2[CH:8]=1)=[O:17], predict the reactants needed to synthesize it. (2) Given the product [CH3:9][O:8][C:6]1[CH:7]=[C:2]([CH:3]=[C:4]([O:10][CH2:18][CH2:19][O:20][CH2:21][CH2:22][O:23][CH2:24][CH2:25][O:26][CH3:27])[CH:5]=1)[NH2:1], predict the reactants needed to synthesize it. The reactants are: [NH2:1][C:2]1[CH:3]=[C:4]([OH:10])[CH:5]=[C:6]([O:8][CH3:9])[CH:7]=1.C([O-])([O-])=O.[K+].[K+].Br[CH2:18][CH2:19][O:20][CH2:21][CH2:22][O:23][CH2:24][CH2:25][O:26][CH3:27].[I-].[Na+]. (3) Given the product [F:6][C:7]1[CH:12]=[CH:11][CH:10]=[CH:9][C:8]=1[CH2:13][C:14]([O:16][CH2:17][CH3:18])=[O:15], predict the reactants needed to synthesize it. The reactants are: S(=O)(=O)(O)O.[F:6][C:7]1[CH:12]=[CH:11][CH:10]=[CH:9][C:8]=1[CH2:13][C:14]([OH:16])=[O:15].[CH3:17][CH2:18]O. (4) Given the product [CH2:1]([O:3][C:4](=[O:23])[CH2:5][C:6]1[CH:7]=[CH:8][C:9]([NH:12][C:13]2[CH:18]=[CH:17][C:16]([Br:19])=[CH:15][C:14]=2[NH2:20])=[CH:10][CH:11]=1)[CH3:2], predict the reactants needed to synthesize it. The reactants are: [CH2:1]([O:3][C:4](=[O:23])[CH2:5][C:6]1[CH:11]=[CH:10][C:9]([NH:12][C:13]2[CH:18]=[CH:17][C:16]([Br:19])=[CH:15][C:14]=2[N+:20]([O-])=O)=[CH:8][CH:7]=1)[CH3:2]. (5) The reactants are: [F:1][C:2]1[C:10]([F:11])=[CH:9][CH:8]=[CH:7][C:3]=1[C:4]([OH:6])=[O:5].[CH3:12]O. Given the product [F:1][C:2]1[C:10]([F:11])=[CH:9][CH:8]=[CH:7][C:3]=1[C:4]([O:6][CH3:12])=[O:5], predict the reactants needed to synthesize it. (6) Given the product [CH:32]1([C:9]2[C:8]3[C:12](=[CH:13][C:5]([C:3]([OH:4])=[O:2])=[CH:6][CH:7]=3)[N:11]([CH2:14][C:15]([N:17]3[CH2:18][CH2:19][O:20][CH2:21][CH2:22]3)=[O:16])[C:10]=2[C:23]2[CH:24]=[C:25]3[C:26](=[CH:27][CH:28]=2)[N:29]=[C:57]([C:53]2[CH:54]=[CH:55][CH:56]=[C:51]([F:50])[CH:52]=2)[CH:58]=[CH:30]3)[CH2:37][CH2:36][CH2:35][CH2:34][CH2:33]1, predict the reactants needed to synthesize it. The reactants are: C[O:2][C:3]([C:5]1[CH:13]=[C:12]2[C:8]([C:9]([CH:32]3[CH2:37][CH2:36][CH2:35][CH2:34][CH2:33]3)=[C:10]([C:23]3[CH:28]=[CH:27][C:26]([NH2:29])=[C:25]([CH:30]=O)[CH:24]=3)[N:11]2[CH2:14][C:15]([N:17]2[CH2:22][CH2:21][O:20][CH2:19][CH2:18]2)=[O:16])=[CH:7][CH:6]=1)=[O:4].C(C1C=C(C=O)C(O)=CC=1)(=O)C.[F:50][C:51]1[CH:52]=[C:53]([C:57](=O)[CH3:58])[CH:54]=[CH:55][CH:56]=1. (7) The reactants are: [Cl:1][C:2]1[CH:3]=[CH:4][CH:5]=[C:6]2[C:11]=1[C:10]([C:12]([N:14]([CH3:16])[CH3:15])=[O:13])=[CH:9][CH:8]=[C:7]2[O:17]C.B(Br)(Br)Br. Given the product [Cl:1][C:2]1[CH:3]=[CH:4][CH:5]=[C:6]2[C:11]=1[C:10]([C:12]([N:14]([CH3:15])[CH3:16])=[O:13])=[CH:9][CH:8]=[C:7]2[OH:17], predict the reactants needed to synthesize it.